From a dataset of Full USPTO retrosynthesis dataset with 1.9M reactions from patents (1976-2016). Predict the reactants needed to synthesize the given product. (1) The reactants are: [F:1][C:2]([F:23])([F:22])[C:3]1[CH:8]=[CH:7][C:6]([C:9]2[O:13][C:12]([C:14]3[CH:15]=[C:16]([CH:19]=[CH:20][CH:21]=3)[CH:17]=[O:18])=[N:11][N:10]=2)=[CH:5][CH:4]=1.P([O-])(O)(O)=[O:25].[Na+].CC(=CC)C.Cl([O-])=O.[Na+].S([O-])([O-])=O.[Na+].[Na+].Cl. Given the product [F:23][C:2]([F:1])([F:22])[C:3]1[CH:8]=[CH:7][C:6]([C:9]2[O:13][C:12]([C:14]3[CH:15]=[C:16]([CH:19]=[CH:20][CH:21]=3)[C:17]([OH:25])=[O:18])=[N:11][N:10]=2)=[CH:5][CH:4]=1, predict the reactants needed to synthesize it. (2) The reactants are: [F:1][C:2]1[CH:37]=[CH:36][C:5]([CH2:6][N:7]2[C:19](=[O:20])[C:18]3[C:17]([O:21][Si](C(C)C)(C(C)C)C(C)C)=[C:16]4[C:11]([CH:12]=[CH:13][CH:14]=[N:15]4)=[C:10]([O:32][CH3:33])[C:9]=3[C:8]2(O)[CH3:34])=[CH:4][CH:3]=1.N#N.B(F)(F)F.CCOCC.C([SiH](CC)CC)C. Given the product [F:1][C:2]1[CH:3]=[CH:4][C:5]([CH2:6][N:7]2[C:19](=[O:20])[C:18]3[C:17]([OH:21])=[C:16]4[C:11]([CH:12]=[CH:13][CH:14]=[N:15]4)=[C:10]([O:32][CH3:33])[C:9]=3[CH:8]2[CH3:34])=[CH:36][CH:37]=1, predict the reactants needed to synthesize it. (3) The reactants are: [NH2:1][C:2]1[CH:7]=[CH:6][C:5]([CH:8]2[CH2:13][CH2:12][N:11]([C:14]([O:16][C:17]([CH3:20])([CH3:19])[CH3:18])=[O:15])[CH2:10][CH2:9]2)=[CH:4][CH:3]=1.C(N(CC)CC)C.[CH3:28][CH:29]([CH3:33])[C:30](Cl)=[O:31]. Given the product [CH3:28][CH:29]([CH3:33])[C:30]([NH:1][C:2]1[CH:3]=[CH:4][C:5]([CH:8]2[CH2:9][CH2:10][NH:11][CH2:12][CH2:13]2)=[CH:6][CH:7]=1)=[O:31].[C:30]([NH:1][C:2]1[CH:7]=[CH:6][C:5]([CH:8]2[CH2:9][CH2:10][N:11]([C:14]([O:16][C:17]([CH3:20])([CH3:19])[CH3:18])=[O:15])[CH2:12][CH2:13]2)=[CH:4][CH:3]=1)(=[O:31])[CH:29]([CH3:33])[CH3:28], predict the reactants needed to synthesize it. (4) Given the product [CH2:2]=[C:3]1[CH:18]=[CH:16][C:7]2[CH:8]=[C:9]([C:10]([O:12][CH3:13])=[O:11])[CH:14]=[CH:15][C:6]=2[O:5][CH2:4]1, predict the reactants needed to synthesize it. The reactants are: I[CH2:2][C:3](=[CH2:18])[CH2:4][O:5][C:6]1[CH:15]=[CH:14][C:9]([C:10]([O:12][CH3:13])=[O:11])=[CH:8][C:7]=1[CH:16]=O.ClCC(=C)COC1C=CC(C(OC)=O)=CC=1C=O.C1(P(C2C=CC=CC=2)C2C=CC=CC=2)C=CC=CC=1.C[O-].[Na+]. (5) Given the product [CH:1]1([C:22]2[C:17]3[O:16][C:15]4[CH:10]=[CH:11][CH:12]=[CH:13][C:14]=4[C:18]=3[CH:19]=[CH:20][CH:21]=2)[CH2:6][CH2:5][CH2:4][CH2:3][CH2:2]1, predict the reactants needed to synthesize it. The reactants are: [CH:1]1([Mg]Cl)[CH2:6][CH2:5][CH2:4][CH2:3][CH2:2]1.I[C:10]1[C:15]2[O:16][C:17]3[CH:22]=[CH:21][CH:20]=[CH:19][C:18]=3[C:14]=2[CH:13]=[CH:12][CH:11]=1.C1(P(C2CCCCC2)C2C=CC=CC=2C2C(OC)=CC=CC=2OC)CCCCC1.